Dataset: Forward reaction prediction with 1.9M reactions from USPTO patents (1976-2016). Task: Predict the product of the given reaction. (1) Given the reactants [NH2:1][C@@H:2]1[CH2:6][CH2:5][N:4]([C:7]([O:9][C:10]([CH3:13])([CH3:12])[CH3:11])=[O:8])[CH2:3]1.[CH3:14][C:15]([CH3:17])=O.C([BH3-])#N.[Na+].C(O)(=O)C, predict the reaction product. The product is: [C:10]([O:9][C:7]([N:4]1[CH2:5][CH2:6][CH:2]([NH:1][CH:15]([CH3:17])[CH3:14])[CH2:3]1)=[O:8])([CH3:13])([CH3:12])[CH3:11]. (2) Given the reactants [C:1]([O:5][C:6]([N:8]1[CH2:13][CH2:12][CH2:11][CH2:10][C@H:9]1[CH2:14][NH2:15])=[O:7])([CH3:4])([CH3:3])[CH3:2].ClN1[C:26]2[C:21](=[CH:22][CH:23]=[CH:24][CH:25]=2)[N:20]=[CH:19]C1.[CH:27]([N:30](C(C)C)CC)(C)C, predict the reaction product. The product is: [C:1]([O:5][C:6]([N:8]1[CH2:13][CH2:12][CH2:11][CH2:10][CH:9]1[CH2:14][NH:15][C:27]1[C:26]2[C:21](=[CH:22][CH:23]=[CH:24][CH:25]=2)[N:20]=[CH:19][N:30]=1)=[O:7])([CH3:4])([CH3:3])[CH3:2]. (3) Given the reactants C(N(CC)CC)C.[C:8](Cl)(=[O:10])[CH3:9].[CH3:12][O:13][C:14]1[CH:15]=[C:16]2[C:20](=[CH:21][CH:22]=1)[NH:19][CH:18]([C:23]([NH2:25])=[O:24])[CH2:17]2, predict the reaction product. The product is: [C:8]([N:19]1[C:20]2[C:16](=[CH:15][C:14]([O:13][CH3:12])=[CH:22][CH:21]=2)[CH2:17][CH:18]1[C:23]([NH2:25])=[O:24])(=[O:10])[CH3:9]. (4) Given the reactants ClC(Cl)(Cl)C[O:4][C:5](=[O:28])[CH:6]([S:18][CH2:19][CH2:20][C:21]1[CH:26]=[CH:25][C:24]([F:27])=[CH:23][CH:22]=1)[CH2:7][C:8]1[CH:13]=[CH:12][C:11]([CH2:14][CH2:15][CH2:16]O)=[CH:10][CH:9]=1.[CH3:31][S:32]([O:35][C:36]1[CH:41]=[CH:40][C:39]([CH2:42][C:43]([OH:45])=[O:44])=[CH:38][CH:37]=1)(=[O:34])=[O:33], predict the reaction product. The product is: [F:27][C:24]1[CH:25]=[CH:26][C:21]([CH2:20][CH2:19][S:18][CH:6]([CH2:7][C:8]2[CH:9]=[CH:10][C:11]([CH2:14][CH2:15][CH2:16][O:44][C:43](=[O:45])[CH2:42][C:39]3[CH:38]=[CH:37][C:36]([O:35][S:32]([CH3:31])(=[O:34])=[O:33])=[CH:41][CH:40]=3)=[CH:12][CH:13]=2)[C:5]([OH:28])=[O:4])=[CH:22][CH:23]=1. (5) The product is: [F:1][C:2]1[C:3]([CH:12]([OH:13])[C:15]2[CH:16]=[CH:17][CH:18]=[CH:19][C:14]=2[CH3:22])=[C:4]([NH:8][C:9](=[O:11])[CH3:10])[CH:5]=[CH:6][CH:7]=1. Given the reactants [F:1][C:2]1[C:3]([CH:12]=[O:13])=[C:4]([NH:8][C:9](=[O:11])[CH3:10])[CH:5]=[CH:6][CH:7]=1.[C:14]1([CH3:22])[CH:19]=[CH:18][CH:17]=[CH:16][C:15]=1[Mg]Br, predict the reaction product. (6) Given the reactants C(O[C:4](=[O:30])[CH:5]([C:14](=O)[C:15]1[CH:20]=[CH:19][C:18]([O:21][CH2:22][C:23]2[CH:28]=[CH:27][CH:26]=[CH:25][CH:24]=2)=[CH:17][CH:16]=1)[CH2:6][CH2:7][CH:8]1[CH2:13][CH2:12][CH2:11][CH2:10][CH2:9]1)C.[CH3:31][O:32][C:33]([C:35]1[CH:39]=[C:38]([NH2:40])[NH:37][N:36]=1)=[O:34].O.C1(C)C=CC(S(O)(=O)=O)=CC=1, predict the reaction product. The product is: [CH3:31][O:32][C:33]([C:35]1[CH:39]=[C:38]2[NH:40][C:14]([C:15]3[CH:20]=[CH:19][C:18]([O:21][CH2:22][C:23]4[CH:28]=[CH:27][CH:26]=[CH:25][CH:24]=4)=[CH:17][CH:16]=3)=[C:5]([CH2:6][CH2:7][CH:8]3[CH2:13][CH2:12][CH2:11][CH2:10][CH2:9]3)[C:4](=[O:30])[N:37]2[N:36]=1)=[O:34]. (7) Given the reactants FC1C=C(C=C(F)C=1)C(OC12CC(/C=C/C(OC)=O)(CC1)CC2)=O.[CH3:25][O:26][C:27]12[CH2:33][C:30]([CH2:34]/[CH:35]=[C:36](\[CH3:42])/[C:37]([O:39][CH2:40][CH3:41])=[O:38])([CH2:31][CH2:32]1)[CH2:29][CH2:28]2, predict the reaction product. The product is: [CH3:25][O:26][C:27]12[CH2:33][C:30]([CH2:34][CH2:35][CH:36]([CH3:42])[C:37]([O:39][CH2:40][CH3:41])=[O:38])([CH2:29][CH2:28]1)[CH2:31][CH2:32]2. (8) Given the reactants Br[C:2]1[CH:3]=[C:4]2[C:8](=[C:9]([C:11]([NH2:13])=[O:12])[CH:10]=1)[NH:7][N:6]=[C:5]2[CH:14]1[CH2:19][CH2:18][N:17]([S:20]([CH2:23][CH2:24][CH2:25][N:26]2[CH2:30][CH2:29][CH2:28][CH2:27]2)(=[O:22])=[O:21])[CH2:16][CH2:15]1.[OH:31][CH2:32][C:33]1[CH:38]=[CH:37][C:36](B(O)O)=[CH:35][CH:34]=1.C(=O)([O-])[O-].[Cs+].[Cs+], predict the reaction product. The product is: [OH:31][CH2:32][C:33]1[CH:38]=[CH:37][C:36]([C:2]2[CH:3]=[C:4]3[C:8](=[C:9]([C:11]([NH2:13])=[O:12])[CH:10]=2)[NH:7][N:6]=[C:5]3[CH:14]2[CH2:15][CH2:16][N:17]([S:20]([CH2:23][CH2:24][CH2:25][N:26]3[CH2:27][CH2:28][CH2:29][CH2:30]3)(=[O:22])=[O:21])[CH2:18][CH2:19]2)=[CH:35][CH:34]=1. (9) Given the reactants FC(F)(F)S(O[C:7]1[C:12]([CH:13]2[CH2:18][C:17]([CH3:32])([S:19]([C:22]3[CH:27]=[CH:26][CH:25]=[C:24]([C:28]([F:31])([F:30])[F:29])[CH:23]=3)(=[O:21])=[O:20])[CH2:16][CH2:15][O:14]2)=[CH:11][N:10]=[C:9]([O:33][CH3:34])[CH:8]=1)(=O)=O.[CH3:37][N:38](C=O)C, predict the reaction product. The product is: [CH3:34][O:33][C:9]1[CH:8]=[C:7]([C:12]([CH:13]2[CH2:18][C:17]([CH3:32])([S:19]([C:22]3[CH:27]=[CH:26][CH:25]=[C:24]([C:28]([F:29])([F:31])[F:30])[CH:23]=3)(=[O:20])=[O:21])[CH2:16][CH2:15][O:14]2)=[CH:11][N:10]=1)[C:37]#[N:38]. (10) Given the reactants [Cl:1][C:2]1[C:3]([O:12][C:13]2[CH:18]=[C:17]([O:19][CH2:20][CH2:21][O:22][CH2:23][CH2:24][O:25][CH3:26])[CH:16]=[CH:15][C:14]=2/[CH:27]=[CH:28]/[C:29]([O:31]CC)=[O:30])=[N:4][CH:5]=[C:6]([C:8]([F:11])([F:10])[F:9])[CH:7]=1.Cl, predict the reaction product. The product is: [Cl:1][C:2]1[C:3]([O:12][C:13]2[CH:18]=[C:17]([O:19][CH2:20][CH2:21][O:22][CH2:23][CH2:24][O:25][CH3:26])[CH:16]=[CH:15][C:14]=2/[CH:27]=[CH:28]/[C:29]([OH:31])=[O:30])=[N:4][CH:5]=[C:6]([C:8]([F:9])([F:11])[F:10])[CH:7]=1.